From a dataset of Catalyst prediction with 721,799 reactions and 888 catalyst types from USPTO. Predict which catalyst facilitates the given reaction. (1) The catalyst class is: 1. Product: [C:19]([O:23][C:24]([NH:26][C@H:27]([C:46]([O:48][CH2:49][C:50]1[CH:55]=[CH:54][CH:53]=[CH:52][CH:51]=1)=[O:47])[CH2:28][C:29]1[C:34]([N+:35]([O-:37])=[O:36])=[CH:33][CH:32]=[C:31]([OH:38])[CH:30]=1)=[O:25])([CH3:22])([CH3:20])[CH3:21]. Reactant: [F-].C([N+](CCCC)(CCCC)CCCC)CCC.[C:19]([O:23][C:24]([NH:26][C@H:27]([C:46]([O:48][CH2:49][C:50]1[CH:55]=[CH:54][CH:53]=[CH:52][CH:51]=1)=[O:47])[CH2:28][C:29]1[C:34]([N+:35]([O-:37])=[O:36])=[CH:33][CH:32]=[C:31]([O:38][Si](C(C)(C)C)(C)C)[CH:30]=1)=[O:25])([CH3:22])([CH3:21])[CH3:20]. (2) Reactant: [OH-].[Na+].[CH3:3][O:4][C:5]1[C:9]([C:10]([O:12]CC)=[O:11])=[CH:8][N:7]([C:15]2[N:20]=[CH:19][CH:18]=[CH:17][N:16]=2)[N:6]=1.O.Cl. Product: [CH3:3][O:4][C:5]1[C:9]([C:10]([OH:12])=[O:11])=[CH:8][N:7]([C:15]2[N:20]=[CH:19][CH:18]=[CH:17][N:16]=2)[N:6]=1. The catalyst class is: 14. (3) Reactant: [OH-:1].[Na+].S(O)(O)(=O)=O.[NH2:8]O.ON.[F:12][C:13]([F:47])([F:46])[C:14]1[CH:15]=[C:16]([C:24]([C:42]([F:45])([F:44])[F:43])=[CH:25][C:26]([C:28]2[C:37]3[C:32](=[CH:33][CH:34]=[CH:35][CH:36]=3)[C:31]([C:38]([O:40][CH3:41])=[O:39])=[CH:30][CH:29]=2)=O)[CH:17]=[C:18]([C:20]([F:23])([F:22])[F:21])[CH:19]=1.Cl. Product: [F:22][C:20]([F:23])([F:21])[C:18]1[CH:17]=[C:16]([C:24]2([C:42]([F:45])([F:43])[F:44])[O:1][N:8]=[C:26]([C:28]3[C:37]4[C:32](=[CH:33][CH:34]=[CH:35][CH:36]=4)[C:31]([C:38]([O:40][CH3:41])=[O:39])=[CH:30][CH:29]=3)[CH2:25]2)[CH:15]=[C:14]([C:13]([F:12])([F:46])[F:47])[CH:19]=1. The catalyst class is: 132. (4) Reactant: [Mg].BrCCBr.Br[C:7]1[CH:12]=[CH:11][CH:10]=[C:9]([Br:13])[CH:8]=1.[C:14]([O:17][C@@H:18]1[C@@H:23]([O:24][C:25](=[O:27])[CH3:26])[C@H:22]([O:28][C:29](=[O:31])[CH3:30])[C@@H:21]([CH2:32][O:33][C:34](=[O:36])[CH3:35])[O:20][C@@H:19]1Br)(=[O:16])[CH3:15]. Product: [C:14]([O:17][C@@H:18]1[C@@H:23]([O:24][C:25](=[O:27])[CH3:26])[C@H:22]([O:28][C:29](=[O:31])[CH3:30])[C@@H:21]([CH2:32][O:33][C:34](=[O:36])[CH3:35])[O:20][C@H:19]1[C:7]1[CH:12]=[CH:11][CH:10]=[C:9]([Br:13])[CH:8]=1)(=[O:16])[CH3:15]. The catalyst class is: 280. (5) Reactant: [ClH:1].[CH3:2][N:3]([C:15]1[N:24]=[C:23]([NH2:25])[C:22]2[C:17](=[CH:18][C:19]([O:28][CH3:29])=[C:20]([O:26][CH3:27])[CH:21]=2)[N:16]=1)[CH2:4][CH2:5][CH2:6][NH:7][C:8]([CH:10]1[O:14][CH2:13][CH2:12][CH2:11]1)=[O:9]. The catalyst class is: 5. Product: [CH3:2][N:3]([C:15]1[N:24]=[C:23]([NH2:25])[C:22]2[C:17](=[CH:18][C:19]([O:28][CH3:29])=[C:20]([O:26][CH3:27])[CH:21]=2)[N:16]=1)[CH2:4][CH2:5][CH2:6][NH:7][C:8]([CH:10]1[O:14][CH2:13][CH2:12][CH2:11]1)=[O:9].[ClH:1]. (6) Reactant: [Cl:1][C:2]1[C:10]2[C:5](=[CH:6][C:7]([OH:11])=[CH:8][CH:9]=2)[N:4]([C:12]([O:14][C:15]([CH3:18])([CH3:17])[CH3:16])=[O:13])[N:3]=1.[CH2:19]([N:26]([CH2:30][C:31]1[CH:36]=[CH:35][CH:34]=[CH:33][CH:32]=1)[CH2:27][CH2:28]O)[C:20]1[CH:25]=[CH:24][CH:23]=[CH:22][CH:21]=1.C1(P(C2C=CC=CC=2)C2C=CC=CC=2)C=CC=CC=1.CN(C(/N=N/C(N(C)C)=O)=O)C. Product: [Cl:1][C:2]1[C:10]2[C:5](=[CH:6][C:7]([O:11][CH2:28][CH2:27][N:26]([CH2:19][C:20]3[CH:25]=[CH:24][CH:23]=[CH:22][CH:21]=3)[CH2:30][C:31]3[CH:36]=[CH:35][CH:34]=[CH:33][CH:32]=3)=[CH:8][CH:9]=2)[N:4]([C:12]([O:14][C:15]([CH3:18])([CH3:17])[CH3:16])=[O:13])[N:3]=1. The catalyst class is: 1. (7) Reactant: [Br:1][C:2]1[CH:3]=[C:4]([Cl:16])[C:5]([O:11][CH2:12][CH:13]2[CH2:15][O:14]2)=[C:6](C(=O)C)[CH:7]=1.C1C=C(Cl)C=[C:19]([C:24]([O:26]O)=[O:25])C=1. Product: [C:24]([O:26][C:6]1[CH:7]=[C:2]([Br:1])[CH:3]=[C:4]([Cl:16])[C:5]=1[O:11][CH2:12][CH:13]1[CH2:15][O:14]1)(=[O:25])[CH3:19]. The catalyst class is: 2. (8) Reactant: [N+:1]([C:4]1[CH:9]=[CH:8][C:7]([N:10]2[CH2:15][CH2:14][N:13]([C:16](=[O:18])[CH3:17])[CH2:12][CH2:11]2)=[CH:6][CH:5]=1)([O-])=O. Product: [NH2:1][C:4]1[CH:5]=[CH:6][C:7]([N:10]2[CH2:11][CH2:12][N:13]([C:16](=[O:18])[CH3:17])[CH2:14][CH2:15]2)=[CH:8][CH:9]=1. The catalyst class is: 50. (9) Reactant: [NH:1]1[CH:5]=[CH:4][CH:3]=[CH:2]1.[Cl:6][C:7]1[C:8](S(C)(=O)=O)=[N:9][CH:10]=[CH:11][CH:12]=1.C(=O)([O-])[O-].[Cs+].[Cs+].CN(C)C=O. Product: [Cl:6][C:7]1[C:8]([N:1]2[CH:5]=[CH:4][CH:3]=[CH:2]2)=[N:9][CH:10]=[CH:11][CH:12]=1. The catalyst class is: 6. (10) Reactant: [O:1]1[CH:5]=[CH:4][CH:3]=[C:2]1[C:6]1[CH:7]=[C:8]([CH:12]=[CH:13][CH:14]=1)[C:9]([OH:11])=O.FC(F)(F)C(O)=O.[Cl:22][C:23]1[CH:28]=[CH:27][C:26]([NH:29][C:30]([C:32]2([F:38])[CH2:37][CH2:36][CH2:35][NH:34][CH2:33]2)=[O:31])=[CH:25][CH:24]=1.Cl.C(N=C=NCCCN(C)C)C.C(N(C(C)C)CC)(C)C.Cl. Product: [Cl:22][C:23]1[CH:28]=[CH:27][C:26]([NH:29][C:30]([C:32]2([F:38])[CH2:37][CH2:36][CH2:35][N:34]([C:9](=[O:11])[C:8]3[CH:12]=[CH:13][CH:14]=[C:6]([C:2]4[O:1][CH:5]=[CH:4][CH:3]=4)[CH:7]=3)[CH2:33]2)=[O:31])=[CH:25][CH:24]=1. The catalyst class is: 4.